This data is from Full USPTO retrosynthesis dataset with 1.9M reactions from patents (1976-2016). The task is: Predict the reactants needed to synthesize the given product. (1) Given the product [CH2:33]([C:31]1[S:30][C:19]2[N:20]=[C:21]([C:23]3[CH:24]=[N:43][CH:42]=[CH:41][N:40]=3)[N:22]=[C:17]([NH2:16])[C:18]=2[CH:32]=1)[C:34]1[CH:35]=[CH:36][CH:37]=[CH:38][CH:39]=1, predict the reactants needed to synthesize it. The reactants are: NC1SC(CC2C=CC=CC=2)=CC=1C#N.[NH2:16][C:17]1[C:18]2[CH:32]=[C:31]([CH2:33][C:34]3[CH:39]=[CH:38][CH:37]=[CH:36][CH:35]=3)[S:30][C:19]=2[N:20]=[C:21]([C:23]2OC(C#N)=C[CH:24]=2)[N:22]=1.[N:40]1C=C[N:43]=[CH:42][C:41]=1C#N.CC1OC(C#N)=CC=1. (2) Given the product [CH3:1][CH:2]([N:4]1[C:8]([CH3:9])=[C:7]([CH:14]([C:13]2[CH:16]=[CH:17][C:18]([O:20][CH3:21])=[CH:19][C:12]=2[F:11])[N:26]2[CH2:30][CH2:29][CH2:28][CH2:27]2)[C:6](=[O:10])[NH:5]1)[CH3:3], predict the reactants needed to synthesize it. The reactants are: [CH3:1][CH:2]([N:4]1[C:8]([CH3:9])=[CH:7][C:6](=[O:10])[NH:5]1)[CH3:3].[F:11][C:12]1[CH:19]=[C:18]([O:20][CH3:21])[CH:17]=[CH:16][C:13]=1[CH:14]=O.C(O)(=O)C.[NH:26]1[CH2:30][CH2:29][CH2:28][CH2:27]1. (3) Given the product [C:15]([C:10]1[CH:11]=[CH:12][CH:13]=[CH:14][C:9]=1[C:3]1[C:2]([F:1])=[CH:7][CH:6]=[C:5]([B:17]([OH:20])[OH:18])[C:4]=1[F:8])#[N:16], predict the reactants needed to synthesize it. The reactants are: [F:1][C:2]1[CH:7]=[CH:6][CH:5]=[C:4]([F:8])[C:3]=1[C:9]1[C:10]([C:15]#[N:16])=[CH:11][CH:12]=[CH:13][CH:14]=1.[B:17](OC)([O:20]C)[O:18]C.